Dataset: Forward reaction prediction with 1.9M reactions from USPTO patents (1976-2016). Task: Predict the product of the given reaction. (1) Given the reactants C(Cl)(=O)C(C)(C)C.[N:8]1[CH:13]=[CH:12][CH:11]=[C:10](/[CH:14]=[CH:15]/[C:16]([OH:18])=O)[CH:9]=1.[CH3:19][NH:20][CH2:21][CH:22]([OH:32])[C:23]1[CH:28]=[CH:27][C:26]([OH:29])=[C:25]([O:30][CH3:31])[CH:24]=1.Cl, predict the reaction product. The product is: [OH:32][CH:22]([C:23]1[CH:28]=[CH:27][C:26]([OH:29])=[C:25]([O:30][CH3:31])[CH:24]=1)[CH2:21][N:20]([CH3:19])[C:16](=[O:18])/[CH:15]=[CH:14]/[C:10]1[CH:9]=[N:8][CH:13]=[CH:12][CH:11]=1. (2) The product is: [CH3:33][C:31]1[CH:30]=[CH:29][N:28]=[C:27]([C:4]([C:6]2[N:7]=[CH:8][N:9]([C:11]3[CH:12]=[C:13]([C:17]4[C:18]([C:23]#[N:24])=[CH:19][CH:20]=[CH:21][CH:22]=4)[CH:14]=[CH:15][CH:16]=3)[CH:10]=2)=[O:5])[CH:32]=1. Given the reactants CON(C)[C:4]([C:6]1[N:7]=[CH:8][N:9]([C:11]2[CH:12]=[C:13]([C:17]3[CH:22]=[CH:21][CH:20]=[CH:19][C:18]=3[C:23]#[N:24])[CH:14]=[CH:15][CH:16]=2)[CH:10]=1)=[O:5].Br[C:27]1[CH:32]=[C:31]([CH3:33])[CH:30]=[CH:29][N:28]=1, predict the reaction product. (3) Given the reactants CC1N=C(N2C(=O)N(CC3C=CC(C(F)(F)F)=CC=3)N=C2)SC=1C(OCC)=O.[F:29][C:30]1[CH:53]=[CH:52][C:33]([CH2:34][N:35]2[C:39](=[O:40])[N:38]([C:41]3[S:42][C:43]([C:47]([O:49]CC)=[O:48])=[C:44]([CH3:46])[N:45]=3)[CH:37]=[N:36]2)=[CH:32][CH:31]=1, predict the reaction product. The product is: [F:29][C:30]1[CH:31]=[CH:32][C:33]([CH2:34][N:35]2[C:39](=[O:40])[N:38]([C:41]3[S:42][C:43]([C:47]([OH:49])=[O:48])=[C:44]([CH3:46])[N:45]=3)[CH:37]=[N:36]2)=[CH:52][CH:53]=1. (4) The product is: [CH3:11][S:10][CH2:9][CH2:8][N:3]([CH3:2])[C:4](=[N:12][C:13]1[CH:21]=[C:20]2[C:16]([CH2:17][C@@H:18]([OH:39])[C@@H:19]2[NH:22][C:23]([C:25]2[CH:30]=[CH:29][C:28]([C:31]3[CH:36]=[CH:35][CH:34]=[CH:33][C:32]=3[F:37])=[CH:27][C:26]=2[F:38])=[O:24])=[CH:15][CH:14]=1)[CH3:5]. Given the reactants I.[CH3:2][N:3]([CH2:8][CH2:9][S:10][CH3:11])[CH:4](SC)[CH3:5].[NH2:12][C:13]1[CH:21]=[C:20]2[C:16]([CH2:17][C@@H:18]([OH:39])[C@@H:19]2[NH:22][C:23]([C:25]2[CH:30]=[CH:29][C:28]([C:31]3[CH:36]=[CH:35][CH:34]=[CH:33][C:32]=3[F:37])=[CH:27][C:26]=2[F:38])=[O:24])=[CH:15][CH:14]=1, predict the reaction product. (5) Given the reactants [Cl:1][C:2]1[N:10]=[C:9]2[C:5]([N:6]=[CH:7][N:8]2[CH:11]2[CH2:16][CH2:15][CH2:14][CH2:13][O:12]2)=[C:4](Cl)[N:3]=1.O.[NH3:19].CO, predict the reaction product. The product is: [Cl:1][C:2]1[N:10]=[C:9]2[C:5]([N:6]=[CH:7][N:8]2[CH:11]2[CH2:16][CH2:15][CH2:14][CH2:13][O:12]2)=[C:4]([NH2:19])[N:3]=1. (6) The product is: [CH3:13][N:14]1[C:23]2[C:18](=[CH:19][C:20]([C:3]3[CH:12]=[N:11][CH:10]=[C:9]4[C:4]=3[CH2:5][CH2:6][CH2:7][NH:8]4)=[CH:21][CH:22]=2)[CH2:17][CH2:16][C:15]1=[O:33]. Given the reactants Cl.Br[C:3]1[CH:12]=[N:11][CH:10]=[C:9]2[C:4]=1[CH2:5][CH2:6][CH2:7][NH:8]2.[CH3:13][N:14]1[C:23]2[C:18](=[CH:19][C:20](B3OC(C)(C)C(C)(C)O3)=[CH:21][CH:22]=2)[CH2:17][CH2:16][C:15]1=[O:33].CN(C=O)C.C([O-])([O-])=O.[Na+].[Na+], predict the reaction product. (7) Given the reactants [C:1]1([C:16]2[CH:21]=[CH:20][CH:19]=[CH:18][CH:17]=2)[CH:6]=[CH:5][CH:4]=[C:3]([C:7]2[CH:15]=[CH:14][CH:13]=[C:12]3[C:8]=2[CH:9]=[CH:10][NH:11]3)[CH:2]=1.C([OH:24])C.C(O)(=O)C.[Br-].[Br-].[Br-].[NH+]1C=CC=CC=1.[NH+]1C=CC=CC=1.[NH+]1C=CC=CC=1, predict the reaction product. The product is: [C:1]1([C:16]2[CH:17]=[CH:18][CH:19]=[CH:20][CH:21]=2)[CH:6]=[CH:5][CH:4]=[C:3]([C:7]2[CH:15]=[CH:14][CH:13]=[C:12]3[C:8]=2[CH2:9][C:10](=[O:24])[NH:11]3)[CH:2]=1. (8) Given the reactants [C:1]([CH2:3][C:4]([O:6][CH3:7])=[O:5])#[N:2].[CH3:8][C:9]1([CH3:16])[O:13][CH:12](CO)[CH2:11][O:10]1, predict the reaction product. The product is: [C:1]([CH2:3][C:4]([O:6][CH2:7][CH:11]1[CH2:12][O:13][C:9]([CH3:16])([CH3:8])[O:10]1)=[O:5])#[N:2].